From a dataset of Reaction yield outcomes from USPTO patents with 853,638 reactions. Predict the reaction yield, written as a fraction of the theoretical maximum amount of product (1.0 means a 100% yield; for example, 0.34 means a 34% yield). (1) The reactants are CC([O-])(CC)C.[Na+].Cl[C:9]1[N:14]=[C:13]2[O:15][C:16]([C:22]3[CH:27]=[CH:26][C:25]([F:28])=[CH:24][CH:23]=3)=[C:17]([C:18](=[O:21])[NH:19][CH3:20])[C:12]2=[CH:11][C:10]=1[C:29]1[CH:30]=[C:31]([CH:35]=[CH:36][C:37]=1[O:38][CH3:39])[C:32]([OH:34])=[O:33].[F:40][C:41]([F:45])([F:44])[CH2:42][NH2:43]. The catalyst is CC(C1C=C(C(C)C)C(C2C(OC)=CC(Cl)=C(OC)C=2P(C2CCCCC2)C2CCCCC2)=C(C(C)C)C=1)C.C1C=[C-]C(CCN)=CC=1.[Pd+2]. The product is [F:28][C:25]1[CH:24]=[CH:23][C:22]([C:16]2[O:15][C:13]3=[N:14][C:9]([NH:43][CH2:42][C:41]([F:45])([F:44])[F:40])=[C:10]([C:29]4[CH:30]=[C:31]([CH:35]=[CH:36][C:37]=4[O:38][CH3:39])[C:32]([OH:34])=[O:33])[CH:11]=[C:12]3[C:17]=2[C:18](=[O:21])[NH:19][CH3:20])=[CH:27][CH:26]=1. The yield is 0.260. (2) The reactants are [N:1]12[CH2:8][CH2:7][CH:4]([CH2:5][CH2:6]1)[CH:3]([C@@H:9]1[C:18](=[O:19])[C:17]3[C:12]4=[C:13]([NH:20][N:21]=[C:11]4[CH2:10]1)[CH:14]=[N:15][CH:16]=3)[CH2:2]2.[Cl:22][C:23]1[CH:28]=[CH:27][C:26](I)=[CH:25][CH:24]=1.CN(C)C1CCCCC1N.[O-]P([O-])([O-])=O.[K+].[K+].[K+]. The catalyst is [Cu]I.C1(C)C=CC=CC=1. The product is [ClH:22].[Cl:22][C:23]1[CH:28]=[CH:27][C:26]([N:20]2[C:13]3[CH:14]=[N:15][CH:16]=[C:17]4[C:18](=[O:19])[C@@H:9]([CH:3]5[CH:4]6[CH2:7][CH2:8][N:1]([CH2:6][CH2:5]6)[CH2:2]5)[CH2:10][C:11]([C:12]=34)=[N:21]2)=[CH:25][CH:24]=1. The yield is 0.0200. (3) The reactants are [Cl:1][C:2]1[CH:3]=[C:4]([CH:15]=[CH:16][C:17]=1[Cl:18])[O:5][C:6]1[N:10]([CH3:11])[N:9]=[C:8]([CH3:12])[C:7]=1[CH:13]=[O:14].CC(=CC)C.Cl([O-])=[O:25].[Na+].P([O-])(O)(O)=O.[Na+]. The catalyst is C(O)(C)(C)C.O.C(OCC)(=O)C. The product is [Cl:1][C:2]1[CH:3]=[C:4]([CH:15]=[CH:16][C:17]=1[Cl:18])[O:5][C:6]1[N:10]([CH3:11])[N:9]=[C:8]([CH3:12])[C:7]=1[C:13]([OH:25])=[O:14]. The yield is 0.655. (4) The reactants are C([N:4](CC)C(C)C)(C)C.[I-].ClC1C=CC=C[N+]=1C.[CH3:19][C:20]1[CH:21]=[C:22]([CH2:49][C:50]([OH:52])=O)[CH:23]=[CH:24][C:25]=1/[CH:26]=[CH:27]/[S:28]([N:31]1[CH2:48][CH2:47][C:34]2([N:38]=[C:37]([CH:39]3[CH2:44][CH2:43][CH:42]([CH3:45])[CH2:41][CH2:40]3)[NH:36][C:35]2=[O:46])[CH2:33][CH2:32]1)(=[O:30])=[O:29].N.CO. The catalyst is ClCCl.CN(C=O)C.CN(C1C=CN=CC=1)C. The product is [CH3:19][C:20]1[CH:21]=[C:22]([CH2:49][C:50]([NH2:4])=[O:52])[CH:23]=[CH:24][C:25]=1/[CH:26]=[CH:27]/[S:28]([N:31]1[CH2:48][CH2:47][C:34]2([N:38]=[C:37]([CH:39]3[CH2:40][CH2:41][CH:42]([CH3:45])[CH2:43][CH2:44]3)[NH:36][C:35]2=[O:46])[CH2:33][CH2:32]1)(=[O:30])=[O:29]. The yield is 0.610. (5) The reactants are [OH:1][C:2]1[C:7]([CH3:8])=[C:6]([CH3:9])[C:5]([C:10]2[CH:15]=[CH:14][CH:13]=[C:12]([CH:16]=[O:17])[CH:11]=2)=[C:4]([CH3:18])[C:3]=1[CH3:19].CO.[BH4-].[Na+].Cl. The catalyst is O1CCCC1. The product is [OH:17][CH2:16][C:12]1[CH:11]=[C:10]([C:5]2[C:4]([CH3:18])=[C:3]([CH3:19])[C:2]([OH:1])=[C:7]([CH3:8])[C:6]=2[CH3:9])[CH:15]=[CH:14][CH:13]=1. The yield is 0.930. (6) The reactants are CS(O[CH:6]1[CH2:11][CH2:10][N:9]([C:12]([O:14][C:15]([CH3:18])([CH3:17])[CH3:16])=[O:13])[CH2:8][CH2:7]1)(=O)=O.[Br:19][C:20]1[CH:25]=[CH:24][C:23]([SH:26])=[CH:22][CH:21]=1.C(=O)([O-])[O-].[K+].[K+]. The catalyst is C(#N)C. The product is [Br:19][C:20]1[CH:25]=[CH:24][C:23]([S:26][CH:6]2[CH2:7][CH2:8][N:9]([C:12]([O:14][C:15]([CH3:16])([CH3:17])[CH3:18])=[O:13])[CH2:10][CH2:11]2)=[CH:22][CH:21]=1. The yield is 0.690. (7) The reactants are [CH:1]1([C:4]2[CH:13]=[CH:12][C:7]([C:8]([O:10][CH3:11])=[O:9])=[CH:6][CH:5]=2)[CH2:3][CH2:2]1.[Br:14]N1C(=O)CCC1=O. The catalyst is FC(F)(F)C(O)=O. The product is [Br:14][C:5]1[CH:6]=[C:7]([CH:12]=[CH:13][C:4]=1[CH:1]1[CH2:2][CH2:3]1)[C:8]([O:10][CH3:11])=[O:9]. The yield is 0.690. (8) The reactants are B(Br)(Br)Br.[Cl:5][C:6]1[N:11]=[C:10]([C:12]2[NH:13][C:14]3[C:19]([CH:20]=2)=[CH:18][CH:17]=[CH:16][CH:15]=3)[C:9]([O:21]C)=[CH:8][CH:7]=1. The catalyst is C(Cl)Cl. The product is [Cl:5][C:6]1[N:11]=[C:10]([C:12]2[NH:13][C:14]3[C:19]([CH:20]=2)=[CH:18][CH:17]=[CH:16][CH:15]=3)[C:9]([OH:21])=[CH:8][CH:7]=1. The yield is 0.851. (9) The reactants are Cl[C:2]1[CH:3]=[CH:4][C:5]2[N:6]([C:8]([C:11]3[CH:18]=[CH:17][C:14]([C:15]#[N:16])=[CH:13][CH:12]=3)=[CH:9][N:10]=2)[N:7]=1.C([O-])([O-])=O.[Cs+].[Cs+].B([C:28]1[CH:36]=[CH:35][C:31]([C:32]([OH:34])=[O:33])=[CH:30][CH:29]=1)(O)O. The catalyst is CN(C=O)C.O.C1C=CC(P(C2C=CC=CC=2)[C-]2C=CC=C2)=CC=1.C1C=CC(P(C2C=CC=CC=2)[C-]2C=CC=C2)=CC=1.Cl[Pd]Cl.[Fe+2]. The product is [C:15]([C:14]1[CH:17]=[CH:18][C:11]([C:8]2[N:6]3[N:7]=[C:2]([C:28]4[CH:36]=[CH:35][C:31]([C:32]([OH:34])=[O:33])=[CH:30][CH:29]=4)[CH:3]=[CH:4][C:5]3=[N:10][CH:9]=2)=[CH:12][CH:13]=1)#[N:16]. The yield is 0.480. (10) The reactants are [C:1]([O:5][C:6](=[O:15])[CH2:7]/[N:8]=[CH:9]/[CH2:10][C:11]([CH3:14])([CH3:13])[CH3:12])([CH3:4])([CH3:3])[CH3:2].[Cl:16][C:17]1[C:18]([F:34])=[C:19](/[CH:23]=[C:24](/[C:27]2[CH:32]=[CH:31][C:30]([Cl:33])=[CH:29][CH:28]=2)\[C:25]#[N:26])[CH:20]=[CH:21][CH:22]=1.C(N(CC)CC)C. The catalyst is ClCCCl. The product is [C:1]([O:5][C:6]([CH:7]1[CH:23]([C:19]2[CH:20]=[CH:21][CH:22]=[C:17]([Cl:16])[C:18]=2[F:34])[C:24]([C:27]2[CH:28]=[CH:29][C:30]([Cl:33])=[CH:31][CH:32]=2)([C:25]#[N:26])[CH:9]([CH2:10][C:11]([CH3:14])([CH3:13])[CH3:12])[NH:8]1)=[O:15])([CH3:4])([CH3:3])[CH3:2]. The yield is 0.680.